Dataset: Full USPTO retrosynthesis dataset with 1.9M reactions from patents (1976-2016). Task: Predict the reactants needed to synthesize the given product. (1) Given the product [F:19][C:20]1[CH:21]=[C:22]([CH:32]=[C:33]([F:35])[CH:34]=1)[CH2:23][NH:24][C:25](=[O:31])[CH:26]([F:30])[C:27]([NH:1][CH:2]1[C:8](=[O:9])[N:7]([CH3:10])[C:6]2[CH:11]=[CH:12][CH:13]=[CH:14][C:5]=2[C:4]2[CH:15]=[CH:16][CH:17]=[CH:18][C:3]1=2)=[O:28], predict the reactants needed to synthesize it. The reactants are: [NH2:1][CH:2]1[C:8](=[O:9])[N:7]([CH3:10])[C:6]2[CH:11]=[CH:12][CH:13]=[CH:14][C:5]=2[C:4]2[CH:15]=[CH:16][CH:17]=[CH:18][C:3]1=2.[F:19][C:20]1[CH:21]=[C:22]([CH:32]=[C:33]([F:35])[CH:34]=1)[CH2:23][NH:24][C:25](=[O:31])[CH:26]([F:30])[C:27](O)=[O:28]. (2) Given the product [F:1][C:2]1[CH:3]=[CH:4][C:5]([C:8]([F:9])([F:10])[F:11])=[C:6]([CH:7]=1)[CH2:23][C:24]1[NH:21][CH2:20][CH2:19][N:22]=1, predict the reactants needed to synthesize it. The reactants are: [F:1][C:2]1[CH:7]=[CH:6][C:5]([C:8]([F:11])([F:10])[F:9])=[CH:4][C:3]=1CC#N.C[Al](C)C.[CH2:19]([NH2:22])[CH2:20][NH2:21].[C:23]1(C)C=CC=C[CH:24]=1. (3) Given the product [CH3:26][O:25][CH2:24][CH2:23][N:4]1[CH2:5][C:6]2[CH:11]=[CH:10][C:9]([C:12]([O:14][CH3:15])=[O:13])=[CH:8][C:7]=2[O:1][CH2:2][CH2:3]1, predict the reactants needed to synthesize it. The reactants are: [O:1]1[C:7]2[CH:8]=[C:9]([C:12]([O:14][CH3:15])=[O:13])[CH:10]=[CH:11][C:6]=2[CH2:5][NH:4][CH2:3][CH2:2]1.C([O-])([O-])=O.[K+].[K+].I[CH2:23][CH2:24][O:25][CH3:26]. (4) The reactants are: [F:1][C:2]1[CH:3]=[CH:4][C:5]([O:19][CH3:20])=[C:6]([C:8]([CH3:18])([CH3:17])[CH2:9][C:10]2([C:13]([F:16])([F:15])[F:14])[CH2:12][O:11]2)[CH:7]=1.[CH3:21][C:22]1[CH:23]=[C:24]([NH2:37])[C:25]2[CH:26]=[N:27][N:28]([C:31]3[CH:36]=[CH:35][CH:34]=[CH:33][CH:32]=3)[C:29]=2[CH:30]=1. Given the product [F:14][C:13]([F:16])([F:15])[C:10]([CH2:12][NH:37][C:24]1[CH:23]=[C:22]([CH3:21])[CH:30]=[C:29]2[C:25]=1[CH:26]=[N:27][N:28]2[C:31]1[CH:32]=[CH:33][CH:34]=[CH:35][CH:36]=1)([OH:11])[CH2:9][C:8]([C:6]1[CH:7]=[C:2]([F:1])[CH:3]=[CH:4][C:5]=1[O:19][CH3:20])([CH3:18])[CH3:17], predict the reactants needed to synthesize it. (5) Given the product [F:28][C:25]1[CH:26]=[CH:27][C:20]2=[C:21]([CH:24]=1)[O:22][CH2:23][C:17]1[CH:16]=[C:15]([CH2:14][N:8]3[C:7]4[CH:9]=[CH:10][CH:11]=[CH:12][C:6]=4[N:5]=[C:4]3[CH2:3][O:2][CH3:1])[CH:35]=[CH:34][C:18]=1/[C:19]/2=[C:29](/[CH2:32][CH3:33])\[C:30]#[N:31], predict the reactants needed to synthesize it. The reactants are: [CH3:1][O:2][CH2:3][C:4]1[NH:8][C:7]2[CH:9]=[CH:10][CH:11]=[CH:12][C:6]=2[N:5]=1.Br[CH2:14][C:15]1[CH:35]=[CH:34][C:18]2/[C:19](=[C:29](/[CH2:32][CH3:33])\[C:30]#[N:31])/[C:20]3[CH:27]=[CH:26][C:25]([F:28])=[CH:24][C:21]=3[O:22][CH2:23][C:17]=2[CH:16]=1. (6) Given the product [CH3:33][O:32][C:31]1[CH:30]=[CH:29][CH:28]=[C:27]([O:34][CH3:35])[C:26]=1[O:25][CH2:24][CH2:23][NH:22][C:19]1[CH:20]=[CH:21][C:16]([O:15][C:6]2[C:5]3[C:10](=[CH:11][C:12]([O:13][CH3:14])=[C:3]([O:2][CH3:1])[CH:4]=3)[N:9]=[CH:8][CH:7]=2)=[CH:17][CH:18]=1, predict the reactants needed to synthesize it. The reactants are: [CH3:1][O:2][C:3]1[CH:4]=[C:5]2[C:10](=[CH:11][C:12]=1[O:13][CH3:14])[N:9]=[CH:8][CH:7]=[C:6]2[O:15][C:16]1[CH:21]=[CH:20][C:19]([NH:22][C:23](=O)[CH2:24][O:25][C:26]2[C:31]([O:32][CH3:33])=[CH:30][CH:29]=[CH:28][C:27]=2[O:34][CH3:35])=[CH:18][CH:17]=1.Cl.[OH-].[Na+]. (7) Given the product [Si:1]([O:8][C@@H:9]1[CH2:13][CH2:12][N:11]([C@H:14]([C:37]2[CH:42]=[CH:41][C:40]([Cl:43])=[CH:39][C:38]=2[F:44])[C:15]2[S:19][C:18]([NH:20][C:21]([C:23]3([C:26]4[CH:36]=[CH:35][C:29]5[O:30][C:31]([F:34])([F:33])[O:32][C:28]=5[CH:27]=4)[CH2:24][CH2:25]3)=[O:22])=[N:17][CH:16]=2)[CH2:10]1)([C:4]([CH3:6])([CH3:7])[CH3:5])([CH3:3])[CH3:2], predict the reactants needed to synthesize it. The reactants are: [Si:1]([O:8][C@@H:9]1[CH2:13][CH2:12][N:11]([C@@H:14]([C:37]2[CH:42]=[CH:41][C:40]([Cl:43])=[CH:39][C:38]=2[F:44])[C:15]2[S:19][C:18]([NH:20][C:21]([C:23]3([C:26]4[CH:36]=[CH:35][C:29]5[O:30][C:31]([F:34])([F:33])[O:32][C:28]=5[CH:27]=4)[CH2:25][CH2:24]3)=[O:22])=[N:17][CH:16]=2)[CH2:10]1)([C:4]([CH3:7])([CH3:6])[CH3:5])([CH3:3])[CH3:2].O1C2C=CC(C3(C(NC4SC([C@@H](N5CC[C@@H](O[Si](C(C)(C)C)(C)C)C5)C5C=CC(F)=CC=5Cl)=CN=4)=O)CC3)=CC=2OC1.N[C@@H](C1C=CC(Cl)=CC=1F)C1SC(NC(C2(C3C=CC4OC(F)(F)OC=4C=3)CC2)=O)=NC=1.[Si](O[C@@H](CCl)CC=O)(C(C)(C)C)(C)C. (8) Given the product [Br:21][C:4]1[C:3]2[C:7](=[CH:8][CH:9]=[CH:10][C:2]=2[F:1])[N:6]([S:11]([C:14]2[CH:20]=[CH:19][C:17]([CH3:18])=[CH:16][CH:15]=2)(=[O:13])=[O:12])[CH:5]=1, predict the reactants needed to synthesize it. The reactants are: [F:1][C:2]1[CH:10]=[CH:9][CH:8]=[C:7]2[C:3]=1[CH:4]=[CH:5][N:6]2[S:11]([C:14]1[CH:20]=[CH:19][C:17]([CH3:18])=[CH:16][CH:15]=1)(=[O:13])=[O:12].[Br:21]Br. (9) The reactants are: [F:1][C:2]1([CH2:26][NH2:27])[CH2:7][CH2:6][N:5]([C:8]2[CH:13]=[CH:12][C:11]([N:14]3[CH2:18][C@H:17]([CH2:19][NH:20][C:21](=[O:23])[CH3:22])[O:16][C:15]3=[O:24])=[CH:10][C:9]=2[F:25])[CH2:4][CH2:3]1.[CH3:28][S:29](Cl)(=[O:31])=[O:30].C(N(CC)CC)C. Given the product [F:1][C:2]1([CH2:26][NH:27][S:29]([CH3:28])(=[O:31])=[O:30])[CH2:7][CH2:6][N:5]([C:8]2[CH:13]=[CH:12][C:11]([N:14]3[CH2:18][C@H:17]([CH2:19][NH:20][C:21](=[O:23])[CH3:22])[O:16][C:15]3=[O:24])=[CH:10][C:9]=2[F:25])[CH2:4][CH2:3]1, predict the reactants needed to synthesize it.